This data is from TCR-epitope binding with 47,182 pairs between 192 epitopes and 23,139 TCRs. The task is: Binary Classification. Given a T-cell receptor sequence (or CDR3 region) and an epitope sequence, predict whether binding occurs between them. (1) The epitope is TPQDLNTML. The TCR CDR3 sequence is CASSATRLPGETQYF. Result: 0 (the TCR does not bind to the epitope). (2) Result: 0 (the TCR does not bind to the epitope). The epitope is KLVALGINAV. The TCR CDR3 sequence is CASSESGNEQFF. (3) The epitope is GLIYNRMGAVTTEV. The TCR CDR3 sequence is CASKRTDISGANVLTF. Result: 1 (the TCR binds to the epitope).